Dataset: Forward reaction prediction with 1.9M reactions from USPTO patents (1976-2016). Task: Predict the product of the given reaction. (1) Given the reactants [CH:1]1([N:4]([CH2:37][C:38]2[CH:43]=[C:42]([O:44][CH2:45][CH2:46][C:47]3[CH:52]=[CH:51][CH:50]=[CH:49][N:48]=3)[CH:41]=[C:40]([CH2:53][CH2:54][CH2:55][O:56][CH3:57])[CH:39]=2)[C:5](=[O:36])[CH:6]([CH2:16][C:17]2[CH:22]=[CH:21][C:20]([O:23][CH2:24][CH2:25][O:26][C:27]3[C:32]([Cl:33])=[CH:31][C:30]([CH3:34])=[CH:29][C:28]=3[Cl:35])=[CH:19][CH:18]=2)[CH2:7][NH:8]C(=O)OC(C)(C)C)[CH2:3][CH2:2]1.Cl, predict the reaction product. The product is: [NH2:8][CH2:7][CH:6]([CH2:16][C:17]1[CH:18]=[CH:19][C:20]([O:23][CH2:24][CH2:25][O:26][C:27]2[C:32]([Cl:33])=[CH:31][C:30]([CH3:34])=[CH:29][C:28]=2[Cl:35])=[CH:21][CH:22]=1)[C:5]([N:4]([CH:1]1[CH2:2][CH2:3]1)[CH2:37][C:38]1[CH:43]=[C:42]([O:44][CH2:45][CH2:46][C:47]2[CH:52]=[CH:51][CH:50]=[CH:49][N:48]=2)[CH:41]=[C:40]([CH2:53][CH2:54][CH2:55][O:56][CH3:57])[CH:39]=1)=[O:36]. (2) Given the reactants [CH3:1][NH:2][C:3]1[CH:4]=[C:5]([OH:12])[CH:6]=[CH:7][C:8]=1[N+:9]([O-])=O.[CH3:13]O, predict the reaction product. The product is: [CH3:1][N:2]1[C:3]2[CH:4]=[C:5]([OH:12])[CH:6]=[CH:7][C:8]=2[N:9]=[CH:13]1. (3) Given the reactants [CH3:1][O:2][C:3]([C:5]1[CH:14]=[C:13]2[C:8]([CH:9]=[CH:10][NH:11][C:12]2=[O:15])=[CH:7][CH:6]=1)=[O:4].[CH3:16][S:17]([C:20]1[CH:27]=[CH:26][C:23]([CH2:24]Cl)=[CH:22][CH:21]=1)(=[O:19])=[O:18], predict the reaction product. The product is: [CH3:1][O:2][C:3]([C:5]1[CH:14]=[C:13]2[C:8]([CH:9]=[CH:10][N:11]([CH2:24][C:23]3[CH:22]=[CH:21][C:20]([S:17]([CH3:16])(=[O:19])=[O:18])=[CH:27][CH:26]=3)[C:12]2=[O:15])=[CH:7][CH:6]=1)=[O:4]. (4) Given the reactants C([O:4][C:5]1[C:6]([CH3:23])=[C:7]2[C:14]([NH2:15])=[C:13]([C:16]([O:18][C:19]([CH3:22])([CH3:21])[CH3:20])=[O:17])[S:12][C:8]2=[N:9][C:10]=1[CH3:11])(=O)C.[Li+].[OH-], predict the reaction product. The product is: [NH2:15][C:14]1[C:7]2[C:8](=[N:9][C:10]([CH3:11])=[C:5]([OH:4])[C:6]=2[CH3:23])[S:12][C:13]=1[C:16]([O:18][C:19]([CH3:22])([CH3:21])[CH3:20])=[O:17].